Predict which catalyst facilitates the given reaction. From a dataset of Catalyst prediction with 721,799 reactions and 888 catalyst types from USPTO. (1) Reactant: Cl.[NH:2]1[CH2:6][CH:5]=[CH:4][CH2:3]1.CCOC(C)=O.C([O-])([O-])=O.[K+].[K+].[CH:19]1[CH:24]=[CH:23][C:22]([CH2:25][O:26][C:27](Cl)=[O:28])=[CH:21][CH:20]=1. Product: [N:2]1([C:27]([O:26][CH2:25][C:22]2[CH:23]=[CH:24][CH:19]=[CH:20][CH:21]=2)=[O:28])[CH2:6][CH:5]=[CH:4][CH2:3]1. The catalyst class is: 6. (2) Reactant: [F:1][CH:2]([F:27])[C:3]1[CH:4]=[CH:5][C:6]([F:26])=[C:7]([C:9]2[CH:14]=[CH:13][C:12]([C:15]([O:17][CH3:18])=[O:16])=[CH:11][C:10]=2[C:19]2[C:23]([CH3:25])([CH3:24])[CH2:22][CH2:21][CH:20]=2)[CH:8]=1. Product: [F:27][CH:2]([F:1])[C:3]1[CH:4]=[CH:5][C:6]([F:26])=[C:7]([C:9]2[CH:14]=[CH:13][C:12]([C:15]([O:17][CH3:18])=[O:16])=[CH:11][C:10]=2[CH:19]2[CH2:20][CH2:21][CH2:22][C:23]2([CH3:24])[CH3:25])[CH:8]=1. The catalyst class is: 515. (3) Reactant: O=O.[C:3]([NH:6][C:7]1[CH:12]=[CH:11][C:10]([OH:13])=[CH:9][CH:8]=1)(=[O:5])[CH3:4].Cl[C:15]1[CH:16]=[CH:17][C:18]([N+:22]([O-:24])=[O:23])=[C:19]([CH:21]=1)[NH2:20].[H-].[Na+]. Product: [C:3]([NH:6][C:7]1[CH:12]=[CH:11][C:10]([O:13][C:15]2[CH:16]=[CH:17][C:18]([N+:22]([O-:24])=[O:23])=[C:19]([CH:21]=2)[NH2:20])=[CH:9][CH:8]=1)(=[O:5])[CH3:4]. The catalyst class is: 3.